The task is: Regression/Classification. Given a drug SMILES string, predict its absorption, distribution, metabolism, or excretion properties. Task type varies by dataset: regression for continuous measurements (e.g., permeability, clearance, half-life) or binary classification for categorical outcomes (e.g., BBB penetration, CYP inhibition). Dataset: pampa_ncats.. This data is from PAMPA (Parallel Artificial Membrane Permeability Assay) permeability data from NCATS. The compound is CC[C@H]1CN2CCC3CC(C(CC3[C@@H]2C[C@@H]1C[C@@H]4C5=C(CCN4)CC(=C(C5)OC)O)OC)OC. The result is 1 (high permeability).